This data is from Peptide-MHC class II binding affinity with 134,281 pairs from IEDB. The task is: Regression. Given a peptide amino acid sequence and an MHC pseudo amino acid sequence, predict their binding affinity value. This is MHC class II binding data. (1) The peptide sequence is MVSRLLLNRFTMTHRR. The MHC is DRB1_0802 with pseudo-sequence DRB1_0802. The binding affinity (normalized) is 0.532. (2) The peptide sequence is YDKFLAWVSTVLTGK. The MHC is DRB1_1602 with pseudo-sequence DRB1_1602. The binding affinity (normalized) is 0.841.